From a dataset of NCI-60 drug combinations with 297,098 pairs across 59 cell lines. Regression. Given two drug SMILES strings and cell line genomic features, predict the synergy score measuring deviation from expected non-interaction effect. Drug 1: C1CN1C2=NC(=NC(=N2)N3CC3)N4CC4. Drug 2: C1C(C(OC1N2C=NC3=C2NC=NCC3O)CO)O. Cell line: HCT-15. Synergy scores: CSS=46.4, Synergy_ZIP=-1.87, Synergy_Bliss=-6.08, Synergy_Loewe=-8.32, Synergy_HSA=-2.03.